The task is: Regression. Given a peptide amino acid sequence and an MHC pseudo amino acid sequence, predict their binding affinity value. This is MHC class II binding data.. This data is from Peptide-MHC class II binding affinity with 134,281 pairs from IEDB. (1) The peptide sequence is YKAAVDLSHFLKEKGGL. The MHC is DRB1_1101 with pseudo-sequence DRB1_1101. The binding affinity (normalized) is 0.215. (2) The peptide sequence is THGIRPVVSTQLLLY. The MHC is HLA-DPA10103-DPB10401 with pseudo-sequence HLA-DPA10103-DPB10401. The binding affinity (normalized) is 0.831.